From a dataset of Forward reaction prediction with 1.9M reactions from USPTO patents (1976-2016). Predict the product of the given reaction. Given the reactants [CH3:1][O:2][C:3]1[C:4](=[O:28])[C:5]([C:24]([O:26]C)=[O:25])=[N:6][N:7]([C:9]2[C:22]([F:23])=[CH:21][C:12]3[O:13][C:14]([F:20])([F:19])[C:15]([F:18])([F:17])[O:16][C:11]=3[CH:10]=2)[CH:8]=1.[OH-].[Na+].Cl, predict the reaction product. The product is: [CH3:1][O:2][C:3]1[C:4](=[O:28])[C:5]([C:24]([OH:26])=[O:25])=[N:6][N:7]([C:9]2[C:22]([F:23])=[CH:21][C:12]3[O:13][C:14]([F:20])([F:19])[C:15]([F:18])([F:17])[O:16][C:11]=3[CH:10]=2)[CH:8]=1.